This data is from Reaction yield outcomes from USPTO patents with 853,638 reactions. The task is: Predict the reaction yield, written as a fraction of the theoretical maximum amount of product (1.0 means a 100% yield; for example, 0.34 means a 34% yield). (1) No catalyst specified. The reactants are [NH2:1][C:2]1[NH:7][C:6](=[S:8])[C:5]([C:9]#[N:10])=[C:4]([C:11]2[CH:16]=[C:15]([O:17][CH3:18])[C:14]([O:19][CH3:20])=[C:13]([O:21][CH3:22])[CH:12]=2)[C:3]=1[C:23]#[N:24].C(O)C.Br[CH2:29][C:30]([C:32]1[CH:37]=[CH:36][C:35]([O:38][CH3:39])=[CH:34][CH:33]=1)=[O:31]. The product is [NH2:10][C:9]1[C:5]2[C:6](=[N:7][C:2]([NH2:1])=[C:3]([C:23]#[N:24])[C:4]=2[C:11]2[CH:16]=[C:15]([O:17][CH3:18])[C:14]([O:19][CH3:20])=[C:13]([O:21][CH3:22])[CH:12]=2)[S:8][C:29]=1[C:30](=[O:31])[C:32]1[CH:37]=[CH:36][C:35]([O:38][CH3:39])=[CH:34][CH:33]=1. The yield is 0.410. (2) The yield is 0.450. The product is [Si:8]([O:15][C@@H:16]1[N:22]([C:23]([O:25][CH2:26][CH:27]=[CH2:28])=[O:24])[C:21]2[CH:29]=[C:30]([OH:35])[C:31]([O:33][CH3:34])=[CH:32][C:20]=2[C:19](=[O:46])[N:18]2[CH:47]=[C:48](/[CH:50]=[CH:51]/[CH3:52])[CH2:49][C@@H:17]12)([C:11]([CH3:14])([CH3:13])[CH3:12])([CH3:9])[CH3:10]. The reactants are O.O.C([O-])(=O)C.[Li+].[Si:8]([O:15][C@@H:16]1[N:22]([C:23]([O:25][CH2:26][CH:27]=[CH2:28])=[O:24])[C:21]2[CH:29]=[C:30]([O:35][Si](C(C)C)(C(C)C)C(C)C)[C:31]([O:33][CH3:34])=[CH:32][C:20]=2[C:19](=[O:46])[N:18]2[CH:47]=[C:48](/[CH:50]=[CH:51]/[CH3:52])[CH2:49][C@@H:17]12)([C:11]([CH3:14])([CH3:13])[CH3:12])([CH3:10])[CH3:9]. The catalyst is CN(C=O)C.C(OCC)(=O)C. (3) The product is [Cl:1][C:2]1[CH:3]=[C:4]([CH:9]=[O:10])[CH:5]=[N:6][C:7]=1[Cl:8]. The yield is 0.220. The catalyst is C(Cl)Cl. The reactants are [Cl:1][C:2]1[CH:3]=[C:4]([CH2:9][OH:10])[CH:5]=[N:6][C:7]=1[Cl:8].C[N+]1([O-])CCOCC1. (4) The reactants are FC(F)(F)C1N=C(S(C(F)(F)F)(=O)=O)NN=1.[C:17]1([O:23][CH3:24])[CH:22]=[CH:21][CH:20]=[CH:19][CH:18]=1.[C:25](OC(=O)C)(=[O:27])[CH3:26].S([O-])([O-])(=O)=O.[Mg+2]. The catalyst is [N+](C)([O-])=O.CCOCC.[Sc]. The product is [CH3:24][O:23][C:17]1[CH:22]=[CH:21][C:20]([C:25](=[O:27])[CH3:26])=[CH:19][CH:18]=1. The yield is 0.970. (5) The reactants are [CH3:1][C:2]1[O:6][N:5]=[C:4]([C:7]2[CH:12]=[CH:11][CH:10]=[CH:9][N:8]=2)[C:3]=1[CH2:13][O:14][C:15]1[CH:16]=[CH:17][C:18]([C:21]([OH:23])=O)=[N:19][CH:20]=1.[NH2:24][CH:25]([CH2:28][CH3:29])[CH2:26][OH:27]. No catalyst specified. The product is [OH:27][CH2:26][CH:25]([NH:24][C:21]([C:18]1[CH:17]=[CH:16][C:15]([O:14][CH2:13][C:3]2[C:4]([C:7]3[CH:12]=[CH:11][CH:10]=[CH:9][N:8]=3)=[N:5][O:6][C:2]=2[CH3:1])=[CH:20][N:19]=1)=[O:23])[CH2:28][CH3:29]. The yield is 0.700. (6) The reactants are [ClH:1].[CH3:2][NH:3][C:4]([C@@H:6]1[N:18](C(OC(C)(C)C)=O)[CH2:17][C:9]2[NH:10][C:11]3[C:16]([C:8]=2[CH2:7]1)=[CH:15][CH:14]=[CH:13][CH:12]=3)=[O:5]. The catalyst is C1COCC1. The product is [ClH:1].[CH3:2][NH:3][C:4]([C@@H:6]1[NH:18][CH2:17][C:9]2[NH:10][C:11]3[C:16]([C:8]=2[CH2:7]1)=[CH:15][CH:14]=[CH:13][CH:12]=3)=[O:5]. The yield is 0.870. (7) The reactants are [CH3:1][O:2][C:3](=[O:36])[C@H:4]([NH:25]C(OCC1C=CC=CC=1)=O)[CH2:5][C:6]1[CH:24]=[CH:23][C:9]2[N:10]=[C:11]([CH3:22])[N:12]([S:13]([CH2:16][CH2:17][Si:18]([CH3:21])([CH3:20])[CH3:19])(=[O:15])=[O:14])[C:8]=2[CH:7]=1.COC(=O)[C@H](NC(OCC1C=CC=CC=1)=O)CC1C=CC2N(S(CC[Si](C)(C)C)(=O)=O)C(C)=NC=2C=1.[H][H]. The catalyst is [Pd].CO. The product is [CH3:1][O:2][C:3](=[O:36])[C@H:4]([NH2:25])[CH2:5][C:6]1[CH:24]=[CH:23][C:9]2[N:10]=[C:11]([CH3:22])[N:12]([S:13]([CH2:16][CH2:17][Si:18]([CH3:19])([CH3:21])[CH3:20])(=[O:14])=[O:15])[C:8]=2[CH:7]=1. The yield is 0.800.